This data is from Full USPTO retrosynthesis dataset with 1.9M reactions from patents (1976-2016). The task is: Predict the reactants needed to synthesize the given product. Given the product [CH:42]([N:45]([CH:49]([CH3:51])[CH3:50])[CH2:46][CH2:47][NH:48][C:34]([NH:20][C:19]1[CH:21]=[CH:22][C:16]([O:15][C:6]2[C:5]3[C:10](=[CH:11][C:12]([O:13][CH3:14])=[C:3]([O:2][CH3:1])[CH:4]=3)[N:9]=[CH:8][CH:7]=2)=[CH:17][CH:18]=1)=[O:40])([CH3:44])[CH3:43], predict the reactants needed to synthesize it. The reactants are: [CH3:1][O:2][C:3]1[CH:4]=[C:5]2[C:10](=[CH:11][C:12]=1[O:13][CH3:14])[N:9]=[CH:8][CH:7]=[C:6]2[O:15][C:16]1[CH:22]=[CH:21][C:19]([NH2:20])=[CH:18][CH:17]=1.C(N(CC)CC)C.ClC(Cl)(O[C:34](=[O:40])OC(Cl)(Cl)Cl)Cl.[CH:42]([N:45]([CH:49]([CH3:51])[CH3:50])[CH2:46][CH2:47][NH2:48])([CH3:44])[CH3:43].